This data is from Full USPTO retrosynthesis dataset with 1.9M reactions from patents (1976-2016). The task is: Predict the reactants needed to synthesize the given product. (1) Given the product [NH2:1][C:2]1[C:3]2[N:4]([C:8]([CH:18]3[CH2:21][CH2:20][CH2:19]3)=[N:9][C:10]=2[C:11]2[CH:12]=[C:13]([CH:14]=[CH:15][CH:16]=2)[O:17][CH2:32][C:31]2[CH:34]=[CH:35][CH:36]=[CH:37][C:30]=2[C:28]#[N:29])[CH:5]=[CH:6][N:7]=1, predict the reactants needed to synthesize it. The reactants are: [NH2:1][C:2]1[C:3]2[N:4]([C:8]([CH:18]3[CH2:21][CH2:20][CH2:19]3)=[N:9][C:10]=2[C:11]2[CH:12]=[C:13]([OH:17])[CH:14]=[CH:15][CH:16]=2)[CH:5]=[CH:6][N:7]=1.C([O-])([O-])=O.[Cs+].[Cs+].[C:28]([C:30]1[CH:37]=[CH:36][CH:35]=[CH:34][C:31]=1[CH2:32]Br)#[N:29]. (2) Given the product [F:46][CH:43]1[CH2:44][N:6]2[C:7]3[CH:8]=[CH:9][CH:10]=[C:2]([F:1])[C:3]=3[CH:4]=[C:5]2[C:11]2[N:16]=[C:15]([C:17]3[C:18]([N:37]([CH3:42])[S:38]([CH3:41])(=[O:39])=[O:40])=[CH:19][C:20]4[O:24][C:23]([C:25]5[CH:30]=[CH:29][C:28]([F:31])=[CH:27][CH:26]=5)=[C:22]([C:32]([NH:34][CH3:35])=[O:33])[C:21]=4[CH:36]=3)[CH:14]=[CH:13][C:12]1=2, predict the reactants needed to synthesize it. The reactants are: [F:1][C:2]1[CH:10]=[CH:9][CH:8]=[C:7]2[C:3]=1[CH:4]=[C:5]([C:11]1[N:16]=[C:15]([C:17]3[C:18]([N:37]([CH3:42])[S:38]([CH3:41])(=[O:40])=[O:39])=[CH:19][C:20]4[O:24][C:23]([C:25]5[CH:30]=[CH:29][C:28]([F:31])=[CH:27][CH:26]=5)=[C:22]([C:32]([NH:34][CH3:35])=[O:33])[C:21]=4[CH:36]=3)[CH:14]=[CH:13][C:12]=1[CH:43]([F:46])[CH2:44]O)[NH:6]2.C1(P(C2C=CC=CC=2)C2C=CC=CC=2)C=CC=CC=1.N(C(OC(C)C)=O)=NC(OC(C)C)=O. (3) Given the product [I:17][C:2]1[CH:15]=[CH:14][C:5]2[NH:6][C:7]([N:9]3[CH2:13][CH2:12][CH2:11][CH2:10]3)=[N:8][C:4]=2[CH:3]=1, predict the reactants needed to synthesize it. The reactants are: Br[C:2]1[CH:15]=[CH:14][C:5]2[NH:6][C:7]([N:9]3[CH2:13][CH2:12][CH2:11][CH2:10]3)=[N:8][C:4]=2[CH:3]=1.[Na+].[I-:17].NCCN.N. (4) Given the product [CH2:15]([O:22][CH2:23][CH:24]([OH:25])[CH2:26][N:10]([CH2:8][CH3:9])[S:11]([CH3:14])(=[O:13])=[O:12])[C:16]1[CH:21]=[CH:20][CH:19]=[CH:18][CH:17]=1, predict the reactants needed to synthesize it. The reactants are: C(N(CC)CC)C.[CH2:8]([NH:10][S:11]([CH3:14])(=[O:13])=[O:12])[CH3:9].[CH2:15]([O:22][CH2:23][CH:24]1[CH2:26][O:25]1)[C:16]1[CH:21]=[CH:20][CH:19]=[CH:18][CH:17]=1. (5) Given the product [CH2:15]([NH:22][C:23]([C:25]1[S:29][C:28]([NH:30][C:7](=[O:8])[C:6]2[CH:10]=[CH:11][CH:12]=[C:4]([O:3][C:2]([F:14])([F:13])[F:1])[CH:5]=2)=[N:27][C:26]=1[CH3:31])=[O:24])[C:16]1[CH:21]=[CH:20][CH:19]=[CH:18][CH:17]=1, predict the reactants needed to synthesize it. The reactants are: [F:1][C:2]([F:14])([F:13])[O:3][C:4]1[CH:5]=[C:6]([CH:10]=[CH:11][CH:12]=1)[C:7](Cl)=[O:8].[CH2:15]([NH:22][C:23]([C:25]1[S:29][C:28]([NH2:30])=[N:27][C:26]=1[CH3:31])=[O:24])[C:16]1[CH:21]=[CH:20][CH:19]=[CH:18][CH:17]=1. (6) The reactants are: [C:1]([O:5][C:6]([NH:8][C@H:9]([CH2:16][CH2:17][S:18][CH2:19][CH3:20])[CH:10]([OH:15])[C:11]([O:13][CH3:14])=[O:12])=[O:7])([CH3:4])([CH3:3])[CH3:2].[CH3:21][C:22]1C=CC(S(O)(=O)=O)=C[CH:23]=1. Given the product [CH2:19]([S:18][CH2:17][CH2:16][C@@H:9]1[CH:10]([C:11]([O:13][CH3:14])=[O:12])[O:15][C:22]([CH3:23])([CH3:21])[N:8]1[C:6]([O:5][C:1]([CH3:4])([CH3:3])[CH3:2])=[O:7])[CH3:20], predict the reactants needed to synthesize it. (7) Given the product [NH2:2][C:3]1[C:4]2[C:14]([O:15][CH2:16][CH2:17][CH2:18][CH2:19][CH2:20][CH2:21][NH:22][C:31]([NH:30][CH2:33][C:34]3[CH:39]=[CH:38][C:37]([O:40][CH3:41])=[CH:36][CH:35]=3)=[O:32])=[CH:13][CH:12]=[CH:11][C:5]=2[NH:6][S:7](=[O:10])(=[O:9])[N:8]=1, predict the reactants needed to synthesize it. The reactants are: [Cl-].[NH2:2][C:3]1[C:4]2[C:14]([O:15][CH2:16][CH2:17][CH2:18][CH2:19][CH2:20][CH2:21][NH3+:22])=[CH:13][CH:12]=[CH:11][C:5]=2[NH:6][S:7](=[O:10])(=[O:9])[N:8]=1.CCN(CC)CC.[N:30]([CH2:33][C:34]1[CH:39]=[CH:38][C:37]([O:40][CH3:41])=[CH:36][CH:35]=1)=[C:31]=[O:32].